From a dataset of Forward reaction prediction with 1.9M reactions from USPTO patents (1976-2016). Predict the product of the given reaction. (1) Given the reactants Cl[C:2]1[C:7]([N+:8]([O-:10])=[O:9])=[CH:6][CH:5]=[C:4]([Cl:11])[N:3]=1.C(=O)([O-])[O-].[K+].[K+].[NH2:18][C@H:19]([C:22]1[CH:27]=[CH:26][C:25]([F:28])=[CH:24][CH:23]=1)[CH2:20][OH:21], predict the reaction product. The product is: [Cl:11][C:4]1[N:3]=[C:2]([NH:18][C@H:19]([C:22]2[CH:27]=[CH:26][C:25]([F:28])=[CH:24][CH:23]=2)[CH2:20][OH:21])[C:7]([N+:8]([O-:10])=[O:9])=[CH:6][CH:5]=1. (2) Given the reactants [Br:1][C:2]1[CH:9]=[C:8](F)[C:7]([N+:11]([O-:13])=[O:12])=[CH:6][C:3]=1[C:4]#[N:5].C(N(CC)C(C)C)(C)C.[CH3:23][NH:24][CH:25]([CH3:28])[CH2:26][OH:27].O, predict the reaction product. The product is: [Br:1][C:2]1[CH:9]=[C:8]([N:24]([CH:25]([CH3:28])[CH2:26][OH:27])[CH3:23])[C:7]([N+:11]([O-:13])=[O:12])=[CH:6][C:3]=1[C:4]#[N:5]. (3) Given the reactants Br[C:2]1[C:14]2[C:13]3[C:8](=[CH:9][C:10]([C:15]([N:17]4[CH2:22][CH2:21][N:20]([CH3:23])[CH2:19][CH2:18]4)=[O:16])=[CH:11][CH:12]=3)[NH:7][C:6]=2[C:5]([C:24]([NH2:26])=[O:25])=[CH:4][CH:3]=1.C(=O)([O-])[O-].[Na+].[Na+].[CH3:33][C:34]1[C:40](B2OC(C)(C)C(C)(C)O2)=[CH:39][CH:38]=[CH:37][C:35]=1[NH2:36], predict the reaction product. The product is: [NH2:36][C:35]1[C:34]([CH3:33])=[C:40]([C:2]2[C:14]3[C:13]4[C:8](=[CH:9][C:10]([C:15]([N:17]5[CH2:22][CH2:21][N:20]([CH3:23])[CH2:19][CH2:18]5)=[O:16])=[CH:11][CH:12]=4)[NH:7][C:6]=3[C:5]([C:24]([NH2:26])=[O:25])=[CH:4][CH:3]=2)[CH:39]=[CH:38][CH:37]=1. (4) Given the reactants [Cl:1][C:2]1[CH:36]=[CH:35][C:5]([O:6][C:7]2[CH:12]=[CH:11][C:10]([N:13]3[CH:17]([C:18]4[CH:23]=[CH:22][CH:21]=[C:20]([C:24]([F:27])([F:26])[F:25])[CH:19]=4)[CH2:16][N:15]([CH2:28][C:29]([O:31]CC)=[O:30])[C:14]3=[O:34])=[CH:9][CH:8]=2)=[CH:4][CH:3]=1.[OH-].[Na+], predict the reaction product. The product is: [Cl:1][C:2]1[CH:3]=[CH:4][C:5]([O:6][C:7]2[CH:8]=[CH:9][C:10]([N:13]3[CH:17]([C:18]4[CH:23]=[CH:22][CH:21]=[C:20]([C:24]([F:27])([F:26])[F:25])[CH:19]=4)[CH2:16][N:15]([CH2:28][C:29]([OH:31])=[O:30])[C:14]3=[O:34])=[CH:11][CH:12]=2)=[CH:35][CH:36]=1. (5) Given the reactants ClCCCl.[NH2:5][C:6]1[C:7]([OH:13])=[N:8][CH:9]=[C:10]([Cl:12])[CH:11]=1.O=[C:15]1[CH2:20][CH2:19][N:18]([C:21]([O:23][C:24]([CH3:27])([CH3:26])[CH3:25])=[O:22])[CH2:17][CH2:16]1.C(O[BH-](OC(=O)C)OC(=O)C)(=O)C.[Na+], predict the reaction product. The product is: [Cl:12][CH:10]1[CH2:9][NH:8][CH:7]([OH:13])[CH:6]([NH:5][CH:15]2[CH2:20][CH2:19][N:18]([C:21]([O:23][C:24]([CH3:27])([CH3:26])[CH3:25])=[O:22])[CH2:17][CH2:16]2)[CH2:11]1. (6) Given the reactants [Cl:1][C:2]1[CH:7]=[CH:6][C:5]([S:8]([NH:11][CH2:12][C:13]2[O:14][C:15]([CH2:21][OH:22])=[C:16]([OH:20])[C:17](=[O:19])[CH:18]=2)(=[O:10])=[O:9])=[CH:4][CH:3]=1.[CH2:23](OC1C(=O)C=C(CNS(C2C=CC=CC=2)(=O)=O)OC=1CO)[C:24]1[CH:29]=[CH:28][CH:27]=[CH:26][CH:25]=1, predict the reaction product. The product is: [CH2:23]([O:20][C:16]1[C:17](=[O:19])[CH:18]=[C:13]([CH2:12][NH:11][S:8]([C:5]2[CH:6]=[CH:7][C:2]([Cl:1])=[CH:3][CH:4]=2)(=[O:10])=[O:9])[O:14][C:15]=1[CH2:21][OH:22])[C:24]1[CH:29]=[CH:28][CH:27]=[CH:26][CH:25]=1. (7) Given the reactants [C:1]([N:4]1[C:13]2[C:8](=[CH:9][C:10]([C:14]3[O:18][N:17]=[C:16]([CH2:19][CH2:20][N:21](C(OC(C)(C)C)=O)[CH3:22])[N:15]=3)=[CH:11][CH:12]=2)[C@H:7]([NH:30][C:31](=[O:36])[O:32][CH:33]([CH3:35])[CH3:34])[CH2:6][C@@H:5]1[CH3:37])(=[O:3])[CH3:2].[ClH:38], predict the reaction product. The product is: [ClH:38].[C:1]([N:4]1[C:13]2[C:8](=[CH:9][C:10]([C:14]3[O:18][N:17]=[C:16]([CH2:19][CH2:20][NH:21][CH3:22])[N:15]=3)=[CH:11][CH:12]=2)[C@H:7]([NH:30][C:31](=[O:36])[O:32][CH:33]([CH3:34])[CH3:35])[CH2:6][C@@H:5]1[CH3:37])(=[O:3])[CH3:2].